Dataset: Reaction yield outcomes from USPTO patents with 853,638 reactions. Task: Predict the reaction yield, written as a fraction of the theoretical maximum amount of product (1.0 means a 100% yield; for example, 0.34 means a 34% yield). The reactants are [C:1]([O:5][C:6]([O:8][CH2:9][C@@H:10]([N:17]([CH3:25])[C:18](=[O:24])[O:19][C:20]([CH3:23])([CH3:22])[CH3:21])[CH2:11][C:12]([F:16])([F:15])[CH2:13]O)=[O:7])([CH3:4])([CH3:3])[CH3:2].N1C(C)=CC=CC=1C.FC(F)(F)S(OS(C(F)(F)F)(=O)=O)(=O)=O.[N-:49]=[N+:50]=[N-:51].[Na+]. The catalyst is C(Cl)Cl. The product is [N:49]([CH2:13][C:12]([F:16])([F:15])[CH2:11][C@H:10]([N:17]([CH3:25])[C:18](=[O:24])[O:19][C:20]([CH3:23])([CH3:22])[CH3:21])[CH2:9][O:8][C:6]([O:5][C:1]([CH3:4])([CH3:3])[CH3:2])=[O:7])=[N+:50]=[N-:51]. The yield is 1.00.